From a dataset of Reaction yield outcomes from USPTO patents with 853,638 reactions. Predict the reaction yield, written as a fraction of the theoretical maximum amount of product (1.0 means a 100% yield; for example, 0.34 means a 34% yield). (1) The reactants are [CH2:1]([NH:3][C:4]1[N:9]=[C:8]([C:10]2[CH:11]=[C:12]([CH:17]=[CH:18][C:19]=2[CH3:20])[C:13]([O:15]C)=[O:14])[CH:7]=[C:6]([N:21]2[CH2:26][CH2:25][O:24][CH2:23][CH2:22]2)[N:5]=1)[CH3:2].[OH-].[Li+].Cl. The catalyst is C1COCC1. The product is [CH2:1]([NH:3][C:4]1[N:9]=[C:8]([C:10]2[CH:11]=[C:12]([CH:17]=[CH:18][C:19]=2[CH3:20])[C:13]([OH:15])=[O:14])[CH:7]=[C:6]([N:21]2[CH2:22][CH2:23][O:24][CH2:25][CH2:26]2)[N:5]=1)[CH3:2]. The yield is 0.650. (2) The reactants are Br[C:2]1[C:3]([CH3:8])=[N:4][O:5][C:6]=1[CH3:7].[F:9][C:10]1[CH:11]=[C:12](B(O)O)[CH:13]=[C:14]([F:16])[CH:15]=1.C(Cl)Cl.C(=O)([O-])[O-].[Na+].[Na+]. The catalyst is C1C=CC(P(C2C=CC=CC=2)[C-]2C=CC=C2)=CC=1.C1C=CC(P(C2C=CC=CC=2)[C-]2C=CC=C2)=CC=1.Cl[Pd]Cl.[Fe+2].O1CCOCC1. The product is [F:9][C:10]1[CH:11]=[C:12]([C:2]2[C:3]([CH3:8])=[N:4][O:5][C:6]=2[CH3:7])[CH:13]=[C:14]([F:16])[CH:15]=1. The yield is 0.600. (3) The reactants are BrCCBr.C[Si](Cl)(C)C.[CH3:10][O:11][C:12](=[O:22])/[C:13](/I)=[CH:14]\[CH:15]1[CH2:20][CH2:19][CH2:18][CH2:17][CH2:16]1.C1(P(C2C=CC=CC=2)C2C=CC=CC=2)C=CC=CC=1.[Cl:42][C:43]1[CH:48]=[C:47](I)[CH:46]=[CH:45][C:44]=1[N:50]1[C:54]([C:55]([F:58])([F:57])[F:56])=[N:53][N:52]=[N:51]1.[Cl-].[NH4+]. The catalyst is O1CCCC1.[Zn].C1C=CC(/C=C/C(/C=C/C2C=CC=CC=2)=O)=CC=1.C1C=CC(/C=C/C(/C=C/C2C=CC=CC=2)=O)=CC=1.[Pd]. The product is [CH3:10][O:11][C:12](=[O:22])/[C:13](/[C:47]1[CH:46]=[CH:45][C:44]([N:50]2[C:54]([C:55]([F:56])([F:57])[F:58])=[N:53][N:52]=[N:51]2)=[C:43]([Cl:42])[CH:48]=1)=[CH:14]/[CH:15]1[CH2:20][CH2:19][CH2:18][CH2:17][CH2:16]1. The yield is 0.730. (4) The reactants are [CH3:1]C(C)([O-])C.[K+].[I-].C[S+](C)(C)=O.[C:13]([O:17][C:18]([N:20]1[CH2:25][CH2:24][C:23](=[O:26])[CH2:22][CH2:21]1)=[O:19])([CH3:16])([CH3:15])[CH3:14].CC(OC)(C)C. The catalyst is COCCOC.CS(C)=O.C1COCC1.O. The product is [C:13]([O:17][C:18]([N:20]1[CH2:21][CH2:22][C:23]2([O:26][CH2:1]2)[CH2:24][CH2:25]1)=[O:19])([CH3:16])([CH3:14])[CH3:15]. The yield is 0.860. (5) The reactants are [OH:1][C:2]1[CH:3]=[C:4]([CH:9]=[C:10]([O:13][CH3:14])[C:11]=1[OH:12])[C:5]([O:7][CH3:8])=[O:6].[C:15]([O-])([O-])=O.[K+].[K+]. The catalyst is CC(C)=O. The product is [CH3:14][O:13][C:10]1[C:11]2[O:12][CH2:15][O:1][C:2]=2[CH:3]=[C:4]([C:5]([O:7][CH3:8])=[O:6])[CH:9]=1. The yield is 0.800. (6) The reactants are Cl[C:2]1[N:7]=[C:6]([CH2:8][O:9][CH2:10][C:11]2([C:24]3[CH:29]=[CH:28][CH:27]=[CH:26][CH:25]=3)[CH2:16][CH2:15][N:14](C(OC(C)(C)C)=O)[CH2:13][CH2:12]2)[CH:5]=[C:4]([C:30]([F:33])([F:32])[F:31])[CH:3]=1.CC(C)([O-])C.[Na+].[CH3:40][N:41]1[CH2:46][CH2:45][NH:44][CH2:43][CH2:42]1.CN(C)C=O. The catalyst is C1(C)C=CC=CC=1.C1C=CC(/C=C/C(/C=C/C2C=CC=CC=2)=O)=CC=1.C1C=CC(/C=C/C(/C=C/C2C=CC=CC=2)=O)=CC=1.C1C=CC(/C=C/C(/C=C/C2C=CC=CC=2)=O)=CC=1.[Pd].[Pd]. The product is [CH3:40][N:41]1[CH2:46][CH2:45][N:44]([C:2]2[CH:3]=[C:4]([C:30]([F:32])([F:33])[F:31])[CH:5]=[C:6]([CH2:8][O:9][CH2:10][C:11]3([C:24]4[CH:29]=[CH:28][CH:27]=[CH:26][CH:25]=4)[CH2:12][CH2:13][NH:14][CH2:15][CH2:16]3)[N:7]=2)[CH2:43][CH2:42]1. The yield is 0.260. (7) The reactants are [CH3:1][C:2]1[CH:6]=[C:5]([NH2:7])[NH:4][N:3]=1.C(O)(=O)C.[Br:12][CH:13]([C:19](=O)[CH3:20])[C:14](OCC)=[O:15]. The catalyst is C(OCC)C. The product is [Br:12][C:13]1[C:19]([CH3:20])=[N:7][C:5]2[N:4]([N:3]=[C:2]([CH3:1])[CH:6]=2)[C:14]=1[OH:15]. The yield is 0.780. (8) The reactants are [Cl:1][C:2]1[CH:7]=[C:6]([Cl:8])[CH:5]=[CH:4][C:3]=1[C:9]1[CH:14]=[CH:13][N:12]=[C:11]([NH:15][CH:16]([CH2:19][O:20][CH3:21])[CH2:17][CH3:18])[C:10]=1[N+:22]([O-])=O.[O-]S(S([O-])=O)=O.[Na+].[Na+]. No catalyst specified. The product is [Cl:1][C:2]1[CH:7]=[C:6]([Cl:8])[CH:5]=[CH:4][C:3]=1[C:9]1[CH:14]=[CH:13][N:12]=[C:11]([NH:15][CH:16]([CH2:19][O:20][CH3:21])[CH2:17][CH3:18])[C:10]=1[NH2:22]. The yield is 0.560.